Dataset: Full USPTO retrosynthesis dataset with 1.9M reactions from patents (1976-2016). Task: Predict the reactants needed to synthesize the given product. (1) Given the product [Br:8][C:9]1[CH:16]=[CH:15][C:12]([C:13]2[O:5][C:3]([CH3:4])=[C:2]([CH3:1])[N+:6]=2[O-:7])=[CH:11][CH:10]=1, predict the reactants needed to synthesize it. The reactants are: [CH3:1][C:2](=[N:6][OH:7])[C:3](=[O:5])[CH3:4].[Br:8][C:9]1[CH:16]=[CH:15][C:12]([CH:13]=O)=[CH:11][CH:10]=1. (2) Given the product [NH2:19][CH2:18][CH2:17][C:16]1[CH:15]=[CH:14][C:13]([O:12][CH2:11][CH2:10][CH2:9][P:4](=[O:5])([O:3][CH2:1][CH3:2])[O:6][CH2:7][CH3:8])=[CH:28][CH:27]=1, predict the reactants needed to synthesize it. The reactants are: [CH2:1]([O:3][P:4]([CH2:9][CH2:10][CH2:11][O:12][C:13]1[CH:28]=[CH:27][C:16]([CH2:17][CH2:18][NH:19]C(=O)OC(C)(C)C)=[CH:15][CH:14]=1)([O:6][CH2:7][CH3:8])=[O:5])[CH3:2].Cl.O1CCOCC1.